From a dataset of Full USPTO retrosynthesis dataset with 1.9M reactions from patents (1976-2016). Predict the reactants needed to synthesize the given product. Given the product [F:25][C:4]1[C:3]2[C:7](=[N:8][C:9]([C:10]3[CH:15]=[CH:14][CH:13]=[C:12]([O:16][CH3:17])[CH:11]=3)=[N:2][C:1]=2[OH:32])[N:6]([C:19]2[CH:24]=[CH:23][CH:22]=[CH:21][CH:20]=2)[N:5]=1, predict the reactants needed to synthesize it. The reactants are: [C:1]([C:3]1[C:4]([F:25])=[N:5][N:6]([C:19]2[CH:24]=[CH:23][CH:22]=[CH:21][CH:20]=2)[C:7]=1[NH:8][C:9](=O)[C:10]1[CH:15]=[CH:14][CH:13]=[C:12]([O:16][CH3:17])[CH:11]=1)#[N:2].[OH-].[Na+].OO.C(O)(=[O:32])C.